Dataset: Full USPTO retrosynthesis dataset with 1.9M reactions from patents (1976-2016). Task: Predict the reactants needed to synthesize the given product. (1) Given the product [CH3:1][CH2:2][C:3]1[CH:4]=[CH:5][C:6]([CH2:9][CH2:10][O:11][C:12]2[CH:13]=[CH:14][C:15]([CH2:18][CH:19]3[S:25][C:23](=[O:24])[NH:22][C:20]3=[O:21])=[CH:16][CH:17]=2)=[N:7][CH:8]=1.[ClH:28], predict the reactants needed to synthesize it. The reactants are: [CH3:1][CH2:2][C:3]1[CH:4]=[CH:5][C:6]([CH2:9][CH2:10][O:11][C:12]2[CH:13]=[CH:14][C:15]([CH2:18][CH:19]3[S:25][C:23](=[O:24])[NH:22][C:20]3=[O:21])=[CH:16][CH:17]=2)=[N:7][CH:8]=1.CO.[ClH:28]. (2) Given the product [C:1]([O:5][C:6]([N:8]1[CH2:15][CH2:14][C:13]2([CH3:19])[C:16]([CH3:17])([CH3:18])[CH:9]1[CH2:10][C:11]1[CH:23]=[C:22]3[O:24][CH2:27][O:25][C:21]3=[CH:20][C:12]=12)=[O:7])([CH3:2])([CH3:3])[CH3:4], predict the reactants needed to synthesize it. The reactants are: [C:1]([O:5][C:6]([N:8]1[CH2:15][CH2:14][C:13]2([CH3:19])[C:16]([CH3:18])([CH3:17])[CH:9]1[CH2:10][C:11]1[CH:23]=[C:22]([OH:24])[C:21]([OH:25])=[CH:20][C:12]=12)=[O:7])([CH3:4])([CH3:3])[CH3:2].I[CH2:27]I.C([O-])([O-])=O.[K+].[K+].O.